This data is from Full USPTO retrosynthesis dataset with 1.9M reactions from patents (1976-2016). The task is: Predict the reactants needed to synthesize the given product. The reactants are: [C:1]([O:5][C:6]([NH:8][C@H:9]([C:19]1[C:24](B(O)O)=[CH:23][CH:22]=[C:21]([C:28]#[C:29]C(O)(C)C)[N:20]=1)[CH2:10][C:11]1[CH:16]=[C:15]([F:17])[CH:14]=[C:13]([F:18])[CH:12]=1)=[O:7])([CH3:4])([CH3:3])[CH3:2].Br[C:35]1[CH:36]=[CH:37][C:38]([Cl:45])=[C:39]2[C:43]=1[N:42]([CH3:44])[N:41]=[CH:40]2.C([O-])(O)=O.[Na+]. Given the product [Cl:45][C:38]1[CH:37]=[CH:36][C:35]([C:24]2[C:19]([C@@H:9]([NH:8][C:6](=[O:7])[O:5][C:1]([CH3:3])([CH3:2])[CH3:4])[CH2:10][C:11]3[CH:16]=[C:15]([F:17])[CH:14]=[C:13]([F:18])[CH:12]=3)=[N:20][C:21]([C:28]#[CH:29])=[CH:22][CH:23]=2)=[C:43]2[C:39]=1[CH:40]=[N:41][N:42]2[CH3:44], predict the reactants needed to synthesize it.